From a dataset of Peptide-MHC class II binding affinity with 134,281 pairs from IEDB. Regression. Given a peptide amino acid sequence and an MHC pseudo amino acid sequence, predict their binding affinity value. This is MHC class II binding data. (1) The peptide sequence is EWEFVNTPPLVKLWY. The MHC is DRB1_0802 with pseudo-sequence DRB1_0802. The binding affinity (normalized) is 0.625. (2) The peptide sequence is IAKVPPGPNITATYG. The MHC is HLA-DPA10103-DPB10401 with pseudo-sequence HLA-DPA10103-DPB10401. The binding affinity (normalized) is 0. (3) The peptide sequence is GELQIVLKIDAAFKI. The MHC is DRB1_0701 with pseudo-sequence DRB1_0701. The binding affinity (normalized) is 0.878. (4) The MHC is DRB1_0301 with pseudo-sequence DRB1_0301. The binding affinity (normalized) is 0.495. The peptide sequence is EENEGDNACKRTYSD. (5) The peptide sequence is LAQILMDNDLAATND. The MHC is DRB1_0901 with pseudo-sequence DRB1_0901. The binding affinity (normalized) is 0.336. (6) The peptide sequence is TWHYCGSYVTKTSGS. The MHC is DRB3_0202 with pseudo-sequence DRB3_0202. The binding affinity (normalized) is 0.566. (7) The peptide sequence is EKKYFAAIQFEPLAA. The MHC is HLA-DQA10101-DQB10501 with pseudo-sequence HLA-DQA10101-DQB10501. The binding affinity (normalized) is 0.423. (8) The peptide sequence is AKNMKNLVWNDELAY. The MHC is DRB1_0901 with pseudo-sequence DRB1_0901. The binding affinity (normalized) is 0.348. (9) The peptide sequence is HSDSLAPECPMCCSK. The MHC is DRB1_0101 with pseudo-sequence DRB1_0101. The binding affinity (normalized) is 0.218. (10) The peptide sequence is ARWVYFLTRMRNPTG. The MHC is HLA-DQA10101-DQB10501 with pseudo-sequence HLA-DQA10101-DQB10501. The binding affinity (normalized) is 0.152.